This data is from Catalyst prediction with 721,799 reactions and 888 catalyst types from USPTO. The task is: Predict which catalyst facilitates the given reaction. (1) Reactant: [Br:1][C:2]1[CH:8]=[CH:7][C:5]([NH2:6])=[CH:4][CH:3]=1.[C:9]([C:13]1[CH:20]=[CH:19][C:16]([CH:17]=O)=[CH:15][CH:14]=1)([CH3:12])([CH3:11])[CH3:10].C(O)(=O)C.[C-:25]#[N:26].[K+]. Product: [Br:1][C:2]1[CH:8]=[CH:7][C:5]([NH:6][CH:17]([C:16]2[CH:19]=[CH:20][C:13]([C:9]([CH3:12])([CH3:11])[CH3:10])=[CH:14][CH:15]=2)[C:25]#[N:26])=[CH:4][CH:3]=1. The catalyst class is: 20. (2) Reactant: [NH:1]1[CH2:6][CH2:5][CH:4]([C:7]2[CH:12]=[CH:11][C:10]([C:13]3[NH:14][C:15](=[O:22])[C:16]4[N:17]([CH:19]=[CH:20][CH:21]=4)[CH:18]=3)=[CH:9][CH:8]=2)[CH2:3][CH2:2]1.C=O.[C:25]([BH3-])#N.[Na+].C([O-])(O)=O.[Na+]. Product: [CH3:25][N:1]1[CH2:2][CH2:3][CH:4]([C:7]2[CH:8]=[CH:9][C:10]([C:13]3[NH:14][C:15](=[O:22])[C:16]4[N:17]([CH:19]=[CH:20][CH:21]=4)[CH:18]=3)=[CH:11][CH:12]=2)[CH2:5][CH2:6]1. The catalyst class is: 47. (3) The catalyst class is: 5. Product: [CH3:1][O:2][C:3]1[C:11]2[CH:10]=[C:9]([C@@H:12]3[CH2:17][CH2:16][NH:15][C@@H:14]([CH3:18])[CH2:13]3)[S:8][C:7]=2[CH:6]=[CH:5][CH:4]=1. Reactant: [CH3:1][O:2][C:3]1[C:11]2[CH:10]=[C:9]([C@H:12]3[CH2:17][CH2:16][NH:15][C@@H:14]([CH3:18])[CH2:13]3)[S:8][C:7]=2[CH:6]=[CH:5][CH:4]=1.CC1(C)CC2C=CC=C(OC[C@@H]3CO3)C=2O1. (4) Reactant: [OH:1][C:2]1[CH:3]=[C:4]([C:8](=[O:11])[CH2:9][CH3:10])[CH:5]=[CH:6][CH:7]=1.C([O-])([O-])=O.[K+].[K+].O.Cl.Cl[CH2:21][CH2:22][N:23]([CH3:25])[CH3:24]. Product: [CH3:24][N:23]([CH3:25])[CH2:22][CH2:21][O:1][C:2]1[CH:3]=[C:4]([C:8](=[O:11])[CH2:9][CH3:10])[CH:5]=[CH:6][CH:7]=1. The catalyst class is: 21. (5) Reactant: C([Sn](CCCC)(CCCC)C1C=CC(CC)=CC=1)CCC.[CH2:22]([C:24]1[CH:29]=[CH:28][C:27]([CH2:30][C:31](=O)[CH:32]=[C:33](O)[CH3:34])=[CH:26][CH:25]=1)[CH3:23].O.[NH2:38][NH2:39]. Product: [CH2:22]([C:24]1[CH:29]=[CH:28][C:27]([CH2:30][C:31]2[CH:32]=[C:33]([CH3:34])[NH:39][N:38]=2)=[CH:26][CH:25]=1)[CH3:23]. The catalyst class is: 11. (6) Reactant: Cl.[F:2][C:3]1[CH:8]=[CH:7][C:6]([N:9]2[CH2:14][CH2:13][CH:12]([C:15](O)=[O:16])[CH2:11][CH2:10]2)=[CH:5][C:4]=1[C:18]1[NH:22][C:21]2[CH:23]=[CH:24][C:25]([CH3:27])=[CH:26][C:20]=2[N:19]=1.CN(C(ON1N=NC2C=CC=NC1=2)=[N+](C)C)C.F[P-](F)(F)(F)(F)F.[C:52]([O:56][C:57]([N:59]1[CH2:64][CH2:63][NH:62][CH2:61][CH2:60]1)=[O:58])([CH3:55])([CH3:54])[CH3:53]. Product: [C:52]([O:56][C:57]([N:59]1[CH2:64][CH2:63][N:62]([C:15]([CH:12]2[CH2:13][CH2:14][N:9]([C:6]3[CH:7]=[CH:8][C:3]([F:2])=[C:4]([C:18]4[NH:22][C:21]5[CH:23]=[CH:24][C:25]([CH3:27])=[CH:26][C:20]=5[N:19]=4)[CH:5]=3)[CH2:10][CH2:11]2)=[O:16])[CH2:61][CH2:60]1)=[O:58])([CH3:55])([CH3:53])[CH3:54]. The catalyst class is: 4. (7) Reactant: [O:1]=[C:2]1[C:10]2([CH2:14][CH2:13][CH2:12][CH2:11]2)[C:9]2[C:4](=[CH:5][CH:6]=[CH:7][CH:8]=2)[N:3]1[C:15]([NH:17][CH2:18][CH:19]1[CH2:24][CH2:23][N:22](C(OC(C)(C)C)=O)[CH2:21][CH2:20]1)=[O:16]. Product: [O:1]=[C:2]1[C:10]2([CH2:14][CH2:13][CH2:12][CH2:11]2)[C:9]2[C:4](=[CH:5][CH:6]=[CH:7][CH:8]=2)[N:3]1[C:15]([NH:17][CH2:18][CH:19]1[CH2:20][CH2:21][NH:22][CH2:23][CH2:24]1)=[O:16]. The catalyst class is: 209.